From a dataset of NCI-60 drug combinations with 297,098 pairs across 59 cell lines. Regression. Given two drug SMILES strings and cell line genomic features, predict the synergy score measuring deviation from expected non-interaction effect. (1) Drug 1: CCCCC(=O)OCC(=O)C1(CC(C2=C(C1)C(=C3C(=C2O)C(=O)C4=C(C3=O)C=CC=C4OC)O)OC5CC(C(C(O5)C)O)NC(=O)C(F)(F)F)O. Drug 2: C1=CN(C=N1)CC(O)(P(=O)(O)O)P(=O)(O)O. Cell line: MDA-MB-231. Synergy scores: CSS=5.06, Synergy_ZIP=-1.62, Synergy_Bliss=-0.601, Synergy_Loewe=-1.30, Synergy_HSA=-1.89. (2) Cell line: SF-268. Synergy scores: CSS=-2.22, Synergy_ZIP=0.545, Synergy_Bliss=-1.07, Synergy_Loewe=-3.40, Synergy_HSA=-3.43. Drug 1: C(=O)(N)NO. Drug 2: CC12CCC3C(C1CCC2O)C(CC4=C3C=CC(=C4)O)CCCCCCCCCS(=O)CCCC(C(F)(F)F)(F)F.